This data is from Reaction yield outcomes from USPTO patents with 853,638 reactions. The task is: Predict the reaction yield, written as a fraction of the theoretical maximum amount of product (1.0 means a 100% yield; for example, 0.34 means a 34% yield). (1) The product is [O:7]1[CH2:8][CH2:9][O:10][C:5]2[CH:4]=[C:3]([CH2:2][C:13]#[N:14])[CH:12]=[CH:11][C:6]1=2. The yield is 0.860. The reactants are Cl[CH2:2][C:3]1[CH:12]=[CH:11][C:6]2[O:7][CH2:8][CH2:9][O:10][C:5]=2[CH:4]=1.[C-:13]#[N:14].[Na+].O. The catalyst is CS(C)=O. (2) The reactants are [NH:1]1[C:9]2[C:4](=[CH:5][CH:6]=[CH:7][CH:8]=2)[C:3](/[CH:10]=[CH:11]/[C:12]2[CH:17]=[CH:16][CH:15]=[CH:14][C:13]=2[C:18]2[N:22]=[C:21]([C:23](O)=[O:24])[O:20][N:19]=2)=[N:2]1.S(Cl)(Cl)=O.CN(C=O)C.[BH4-].[Na+]. The catalyst is C(Cl)Cl.O. The product is [NH:1]1[C:9]2[C:4](=[CH:5][CH:6]=[CH:7][CH:8]=2)[C:3](/[CH:10]=[CH:11]/[C:12]2[CH:17]=[CH:16][CH:15]=[CH:14][C:13]=2[C:18]2[N:22]=[C:21]([CH2:23][OH:24])[O:20][N:19]=2)=[N:2]1. The yield is 0.260. (3) The reactants are [Br:1][C:2]1[CH:3]=[C:4]2[C:9](=[CH:10][CH:11]=1)[N:8]=[CH:7][C:6]([N+:12]([O-])=O)=[C:5]2[CH3:15]. The catalyst is CC(O)=O.[Fe].O. The product is [Br:1][C:2]1[CH:3]=[C:4]2[C:9](=[CH:10][CH:11]=1)[N:8]=[CH:7][C:6]([NH2:12])=[C:5]2[CH3:15]. The yield is 0.850. (4) The reactants are [C:1]([NH:6][C:7]1[CH:8]=[C:9]([CH:14]=[CH:15][C:16]=1[O:17][CH3:18])[C:10]([O:12]C)=[O:11])(=[O:5])[CH:2]([CH3:4])[CH3:3].[Li+].[OH-]. The catalyst is O. The product is [C:1]([NH:6][C:7]1[CH:8]=[C:9]([CH:14]=[CH:15][C:16]=1[O:17][CH3:18])[C:10]([OH:12])=[O:11])(=[O:5])[CH:2]([CH3:4])[CH3:3]. The yield is 0.668. (5) The reactants are [CH2:1]([C:3]1[N:8]=[C:7]([NH2:9])[CH:6]=[CH:5][N:4]=1)[CH3:2].Br[C:11]1[C:12](=[O:19])[N:13]([CH3:18])[CH:14]=[C:15]([Br:17])[CH:16]=1.CC1(C)C2C(=C(P(C3C=CC=CC=3)C3C=CC=CC=3)C=CC=2)OC2C(P(C3C=CC=CC=3)C3C=CC=CC=3)=CC=CC1=2.C([O-])([O-])=O.[Cs+].[Cs+]. The catalyst is C1C=CC(/C=C/C(/C=C/C2C=CC=CC=2)=O)=CC=1.C1C=CC(/C=C/C(/C=C/C2C=CC=CC=2)=O)=CC=1.C1C=CC(/C=C/C(/C=C/C2C=CC=CC=2)=O)=CC=1.[Pd].[Pd].O1CCOCC1. The product is [Br:17][C:15]1[CH:16]=[C:11]([NH:9][C:7]2[CH:6]=[CH:5][N:4]=[C:3]([CH2:1][CH3:2])[N:8]=2)[C:12](=[O:19])[N:13]([CH3:18])[CH:14]=1. The yield is 0.500.